Dataset: Reaction yield outcomes from USPTO patents with 853,638 reactions. Task: Predict the reaction yield, written as a fraction of the theoretical maximum amount of product (1.0 means a 100% yield; for example, 0.34 means a 34% yield). (1) The reactants are [F:1][C:2]1[CH:3]=[C:4]([Cl:9])[CH:5]=[C:6]([F:8])[CH:7]=1.C([Li])CCC.CCCCCC.CN(C)[CH:23]=[O:24].Cl. The catalyst is O1CCCC1.CCOCC. The product is [Cl:9][C:4]1[CH:3]=[C:2]([F:1])[C:7]([CH:23]=[O:24])=[C:6]([F:8])[CH:5]=1. The yield is 0.960. (2) The product is [Cl:22][C:16]1[CH:17]=[C:18]([Cl:21])[CH:19]=[CH:20][C:15]=1[CH2:14][NH:13][C@H:10]1[CH2:11][CH2:12][NH:8][CH2:9]1. The yield is 0.820. The reactants are C(OC([N:8]1[CH2:12][CH2:11][C@H:10]([NH:13][CH2:14][C:15]2[CH:20]=[CH:19][C:18]([Cl:21])=[CH:17][C:16]=2[Cl:22])[CH2:9]1)=O)(C)(C)C. The catalyst is FC(F)(F)C(O)=O.ClCCl. (3) The reactants are [CH2:1]([OH:8])[CH2:2][CH2:3][CH2:4][CH2:5][CH2:6][CH3:7].[CH3:9][C:10]1[CH:11]=[C:12](I)[CH:13]=[C:14]([CH3:16])[CH:15]=1.CC1C=C2C(N=CC=C2)=C2C=1C=CC=N2.C([O-])([O-])=O.[Cs+].[Cs+].CCCCCCCCCCCC. The catalyst is [Cu]I.C1(C)C=CC=CC=1. The product is [CH2:1]([O:8][C:12]1[CH:13]=[C:14]([CH3:16])[CH:15]=[C:10]([CH3:9])[CH:11]=1)[CH2:2][CH2:3][CH2:4][CH2:5][CH2:6][CH3:7]. The yield is 0.680.